From a dataset of HIV replication inhibition screening data with 41,000+ compounds from the AIDS Antiviral Screen. Binary Classification. Given a drug SMILES string, predict its activity (active/inactive) in a high-throughput screening assay against a specified biological target. The compound is COc1ccc(N=Nc2c(C)c(C#N)c(=S)n(C3OC(COC(C)=O)C(OC(C)=O)C(OC(C)=O)C3OC(C)=O)c2C)cc1. The result is 0 (inactive).